This data is from Catalyst prediction with 721,799 reactions and 888 catalyst types from USPTO. The task is: Predict which catalyst facilitates the given reaction. (1) Reactant: [C:1](Cl)(Cl)=[S:2].[NH2:5][C:6]1[CH:13]=[CH:12][C:9]([C:10]#[N:11])=[C:8]([C:14]([F:17])([F:16])[F:15])[CH:7]=1. Product: [N:5]([C:6]1[CH:13]=[CH:12][C:9]([C:10]#[N:11])=[C:8]([C:14]([F:15])([F:16])[F:17])[CH:7]=1)=[C:1]=[S:2]. The catalyst class is: 7. (2) Reactant: [CH2:1]([NH:5][C:6]1[CH:11]=[CH:10][C:9]([N:12]2[CH2:17][CH2:16][C:15](=[O:18])[CH2:14][CH2:13]2)=[CH:8][CH:7]=1)[CH2:2][CH2:3][CH3:4].C(N(CC)CC)C.Cl[C:27](=[O:34])[CH2:28][C:29]([O:31][CH2:32][CH3:33])=[O:30]. Product: [CH2:1]([N:5]([C:27](=[O:34])[CH2:28][C:29]([O:31][CH2:32][CH3:33])=[O:30])[C:6]1[CH:11]=[CH:10][C:9]([N:12]2[CH2:17][CH2:16][C:15](=[O:18])[CH2:14][CH2:13]2)=[CH:8][CH:7]=1)[CH2:2][CH2:3][CH3:4]. The catalyst class is: 277. (3) Reactant: [Cl-].[CH2:2]([O:9][C:10]1[CH:11]=[C:12]([CH:28]=[CH:29][CH:30]=1)[CH2:13][C@H:14]([NH3+:27])[C@@H:15]([OH:26])[CH2:16][C@H:17]([C:19](=[O:25])[NH:20][CH2:21][CH2:22][CH2:23][CH3:24])[CH3:18])[C:3]1[CH:8]=[CH:7][CH:6]=[CH:5][CH:4]=1.[CH:31]1[C:41]2[CH:40]=[C:39]([C:42](O)=[O:43])[C:38]3[CH:45]=[CH:46][CH:47]=[CH:48][C:37]=3[O:36][C:35]=2[CH:34]=[CH:33][CH:32]=1.CCN=C=NCCCN(C)C.Cl.C1C=CC2N(O)N=NC=2C=1.C(N(CC)CC)C. Product: [CH2:2]([O:9][C:10]1[CH:11]=[C:12]([CH:28]=[CH:29][CH:30]=1)[CH2:13][C@H:14]([NH:27][C:42]([C:39]1[C:38]2[CH:45]=[CH:46][CH:47]=[CH:48][C:37]=2[O:36][C:35]2[CH:34]=[CH:33][CH:32]=[CH:31][C:41]=2[CH:40]=1)=[O:43])[C@@H:15]([OH:26])[CH2:16][C@H:17]([C:19](=[O:25])[NH:20][CH2:21][CH2:22][CH2:23][CH3:24])[CH3:18])[C:3]1[CH:4]=[CH:5][CH:6]=[CH:7][CH:8]=1. The catalyst class is: 91. (4) Reactant: [CH:1]1([CH2:4][O:5][C:6]2[CH:15]=[CH:14][C:9]3[C:10]([CH3:13])=[N:11][O:12][C:8]=3[C:7]=2/[CH:16]=C/C)[CH2:3][CH2:2]1.C1(C[O:23]C2C=C[C:27]3[C:28](C)=[N:29]O[C:26]=3C=2/C=C\C)CC1.I[CH2:38][CH:39]1[CH2:44][CH2:43][N:42]([C:45](OC(C)(C)C)=O)[CH2:41][CH2:40]1.C([N-:55][CH:56](C)C)(C)C.[Li+].[Cl-].[NH4+:61].[Cl-].[Na+].CCCCCCC.[C:71]([O:74]CC)(=[O:73])[CH3:72]. Product: [C:8]([OH:12])(=[O:23])/[CH:9]=[CH:72]/[C:71]([OH:74])=[O:73].[CH3:56][NH:55][CH2:16][C:7]1[C:8]2[O:12][N:11]=[C:10]([CH2:13][CH2:38][CH:39]3[CH2:40][CH2:41][N:42]([C:45]4[N:61]=[N:29][CH:28]=[CH:27][CH:26]=4)[CH2:43][CH2:44]3)[C:9]=2[CH:14]=[CH:15][C:6]=1[O:5][CH2:4][CH:1]1[CH2:2][CH2:3]1. The catalyst class is: 54. (5) Reactant: [OH:1][C@@:2]1([CH2:22][O:23][CH3:24])[CH2:7][CH2:6][CH2:5][CH2:4][C@H:3]1[N:8]1[C:12]([C:13]2[CH:18]=[CH:17][CH:16]=[CH:15][CH:14]=2)=[C:11]([C:19]([OH:21])=O)[N:10]=[CH:9]1.Cl.[C:26]1([N:32]2[C:36]3[CH:37]=[CH:38][CH:39]=[CH:40][C:35]=3[N:34]([CH2:41][CH2:42][C@H:43]3[NH:48][CH2:47][CH2:46][N:45]([C:49]([O:51][CH2:52][C:53]4[CH:58]=[CH:57][CH:56]=[CH:55][CH:54]=4)=[O:50])[CH2:44]3)[C:33]2=[O:59])[CH2:31][CH2:30][CH2:29][CH2:28][CH:27]=1.CCN=C=NCCCN(C)C.Cl.C1C=CC2N(O)N=NC=2C=1. Product: [C:26]1([N:32]2[C:36]3[CH:37]=[CH:38][CH:39]=[CH:40][C:35]=3[N:34]([CH2:41][CH2:42][C@H:43]3[N:48]([C:19]([C:11]4[N:10]=[CH:9][N:8]([C@@H:3]5[CH2:4][CH2:5][CH2:6][CH2:7][C@@:2]5([OH:1])[CH2:22][O:23][CH3:24])[C:12]=4[C:13]4[CH:14]=[CH:15][CH:16]=[CH:17][CH:18]=4)=[O:21])[CH2:47][CH2:46][N:45]([C:49]([O:51][CH2:52][C:53]4[CH:54]=[CH:55][CH:56]=[CH:57][CH:58]=4)=[O:50])[CH2:44]3)[C:33]2=[O:59])[CH2:31][CH2:30][CH2:29][CH2:28][CH:27]=1. The catalyst class is: 851. (6) Product: [Cl:8][C:6]1[CH:7]=[C:2]([NH:24][C:22]2[CH:21]=[CH:20][CH:19]=[C:18]([N:14]3[CH2:15][CH2:16][CH2:17][C@@H:13]3[CH3:12])[N:23]=2)[C:3]2[N:4]([CH:9]=[CH:10][N:11]=2)[N:5]=1. Reactant: Br[C:2]1[C:3]2[N:4]([CH:9]=[CH:10][N:11]=2)[N:5]=[C:6]([Cl:8])[CH:7]=1.[CH3:12][C@H:13]1[CH2:17][CH2:16][CH2:15][N:14]1[C:18]1[N:23]=[C:22]([NH2:24])[CH:21]=[CH:20][CH:19]=1.C1C=CC(P(C2C(C3C(P(C4C=CC=CC=4)C4C=CC=CC=4)=CC=C4C=3C=CC=C4)=C3C(C=CC=C3)=CC=2)C2C=CC=CC=2)=CC=1.C([O-])([O-])=O.[Cs+].[Cs+]. The catalyst class is: 102.